Predict which catalyst facilitates the given reaction. From a dataset of Catalyst prediction with 721,799 reactions and 888 catalyst types from USPTO. (1) Reactant: Cl[C:2]1[CH:3]=[C:4]([C:9]2[N:13]([C:14]3[CH:19]=[CH:18][C:17]([O:20][CH3:21])=[CH:16][CH:15]=3)[N:12]=[C:11]([CH2:22][CH:23]([C:27]3[CH:28]=[C:29]([CH3:33])[CH:30]=[CH:31][CH:32]=3)C(O)=O)[CH:10]=2)[CH:5]=[CH:6][C:7]=1Cl.[CH:34]1N=CN(C(N2C=NC=C2)=O)C=1.C(=O)([O-])[O-].[NH4+].[NH4+].C[N:53]([CH:55]=[O:56])C. Product: [CH3:21][O:20][C:17]1[CH:16]=[CH:15][C:14]([N:13]2[C:9]([C:4]3[CH:5]=[CH:6][C:7]([CH3:34])=[CH:2][CH:3]=3)=[CH:10][C:11]([CH2:22][CH:23]([C:27]3[CH:28]=[C:29]([CH3:33])[CH:30]=[CH:31][CH:32]=3)[C:55]([NH2:53])=[O:56])=[N:12]2)=[CH:19][CH:18]=1. The catalyst class is: 6. (2) Reactant: [OH:1][CH:2]1[CH2:7][CH2:6][N:5]([C:8]([O:10][C:11]([CH3:14])([CH3:13])[CH3:12])=[O:9])[CH2:4][CH2:3]1.O[C:16]1[CH:17]=[C:18]([C:22](=[O:24])[CH3:23])[CH:19]=[CH:20][CH:21]=1.C1(P(C2C=CC=CC=2)C2C=CC=CC=2)C=CC=CC=1.N(C(OC(C)C)=O)=NC(OC(C)C)=O. Product: [C:22]([C:18]1[CH:17]=[C:16]([CH:21]=[CH:20][CH:19]=1)[O:1][CH:2]1[CH2:3][CH2:4][N:5]([C:8]([O:10][C:11]([CH3:14])([CH3:13])[CH3:12])=[O:9])[CH2:6][CH2:7]1)(=[O:24])[CH3:23]. The catalyst class is: 30. (3) Reactant: [N:1]1[C:6]2[CH2:7][CH2:8][NH:9][CH2:10][C:5]=2[C:4]([O:11][C@H:12]2[CH2:16][CH2:15][N:14]([C:17](=[O:20])[CH2:18][CH3:19])[CH2:13]2)=[N:3][CH:2]=1.CC(C1C=C(C(C)C)C(C2C=CC=CC=2P(C2CCCCC2)C2CCCCC2)=C(C(C)C)C=1)C.C(Cl)(Cl)Cl.Br[C:60]1[CH:61]=[C:62]([C:68]([F:71])([F:70])[F:69])[C:63]([O:66][CH3:67])=[N:64][CH:65]=1.C([O-])([O-])=O.[Cs+].[Cs+]. Product: [CH3:67][O:66][C:63]1[N:64]=[CH:65][C:60]([N:9]2[CH2:8][CH2:7][C:6]3[N:1]=[CH:2][N:3]=[C:4]([O:11][C@H:12]4[CH2:16][CH2:15][N:14]([C:17](=[O:20])[CH2:18][CH3:19])[CH2:13]4)[C:5]=3[CH2:10]2)=[CH:61][C:62]=1[C:68]([F:71])([F:69])[F:70]. The catalyst class is: 110. (4) Reactant: [CH3:1][P+](C1C=CC=CC=1)(C1C=CC=CC=1)C1C=CC=CC=1.C([Li])CCC.[CH2:26]([O:33][N:34]1[C:37]2([CH:42]=[CH:41][C:40](=O)[CH:39]([O:44][Si:45]([C:48]([CH3:51])([CH3:50])[CH3:49])([CH3:47])[CH3:46])[CH:38]2[O:52][Si:53]([CH3:56])([CH3:55])[CH3:54])[CH2:36][C:35]1=[O:57])[C:27]1[CH:32]=[CH:31][CH:30]=[CH:29][CH:28]=1. Product: [CH2:26]([O:33][N:34]1[C:37]2([CH:42]=[CH:41][C:40](=[CH2:1])[CH:39]([O:44][Si:45]([C:48]([CH3:51])([CH3:49])[CH3:50])([CH3:47])[CH3:46])[CH:38]2[O:52][Si:53]([CH3:54])([CH3:56])[CH3:55])[CH2:36][C:35]1=[O:57])[C:27]1[CH:32]=[CH:31][CH:30]=[CH:29][CH:28]=1. The catalyst class is: 1. (5) Reactant: Br[CH:2]([CH:12]([CH3:14])[CH3:13])[CH2:3][N-:4][C:5]1[CH:10]=[CH:9][CH:8]=[CH:7][C:6]=1[OH:11].C(=O)([O-])[O-:16].[K+].[K+].Cl. Product: [CH:12]([CH:2]1[C:3](=[O:16])[NH:4][C:5]2[CH:10]=[CH:9][CH:8]=[CH:7][C:6]=2[O:11]1)([CH3:14])[CH3:13]. The catalyst class is: 9. (6) Reactant: [OH-].[Na+].[CH:3]1([CH:8]([C:14]([O:16]CC)=[O:15])[C:9]([O:11]CC)=[O:10])[CH2:7][CH2:6][CH2:5][CH2:4]1. Product: [CH:3]1([CH:8]([C:14]([OH:16])=[O:15])[C:9]([OH:11])=[O:10])[CH2:4][CH2:5][CH2:6][CH2:7]1. The catalyst class is: 36. (7) Reactant: [NH2:1][C:2]1[N:7]=[C:6]([C:8]2[O:9][CH:10]=[C:11]([Br:13])[CH:12]=2)[C:5]([C:14]#[N:15])=[C:4]([S:16]([CH3:18])=O)[N:3]=1.SC[CH2:21][C:22]1[CH:27]=[CH:26][CH:25]=[CH:24][N:23]=1.C1CCN2C(=NCCC2)CC1. Product: [NH2:1][C:2]1[N:7]=[C:6]([C:8]2[O:9][CH:10]=[C:11]([Br:13])[CH:12]=2)[C:5]([C:14]#[N:15])=[C:4]([S:16][CH2:18][CH2:21][C:22]2[CH:27]=[CH:26][CH:25]=[CH:24][N:23]=2)[N:3]=1. The catalyst class is: 57. (8) Reactant: N#N.[CH3:3][O:4][C:5](=[O:39])[CH2:6][C:7]1[S:8][C:9]([C:12]2[CH:17]=[CH:16][CH:15]=[CH:14][C:13]=2[NH:18][C:19]([C:21]2[CH:22]=[C:23]([C:27]3[CH:32]=[CH:31][C:30]([O:33]C)=[C:29]([O:35]C)[C:28]=3[O:37]C)[CH:24]=[CH:25][CH:26]=2)=[O:20])=[CH:10][CH:11]=1.B(Br)(Br)Br.O. Product: [OH:37][C:28]1[C:29]([OH:35])=[C:30]([OH:33])[CH:31]=[CH:32][C:27]=1[C:23]1[CH:24]=[CH:25][CH:26]=[C:21]([C:19]([NH:18][C:13]2[CH:14]=[CH:15][CH:16]=[CH:17][C:12]=2[C:9]2[S:8][C:7]([CH2:6][C:5]([OH:39])=[O:4])=[CH:11][CH:10]=2)=[O:20])[CH:22]=1.[CH3:3][O:4][C:5](=[O:39])[CH2:6][C:7]1[S:8][C:9]([C:12]2[CH:17]=[CH:16][CH:15]=[CH:14][C:13]=2[NH:18][C:19]([C:21]2[CH:22]=[C:23]([C:27]3[CH:32]=[CH:31][C:30]([OH:33])=[C:29]([OH:35])[C:28]=3[OH:37])[CH:24]=[CH:25][CH:26]=2)=[O:20])=[CH:10][CH:11]=1. The catalyst class is: 61.